From a dataset of Catalyst prediction with 721,799 reactions and 888 catalyst types from USPTO. Predict which catalyst facilitates the given reaction. (1) Reactant: C1C=CC(P(C2C=CC=CC=2)C2C=CC=CC=2)=CC=1.[C:20]([OH:28])(=[O:27])[C:21]1[CH:26]=[CH:25][CH:24]=[CH:23][CH:22]=1.[C:29]([O:33][C:34]([N:36]1[CH2:40][C@H:39](O)[CH2:38][C@H:37]1[C:42]1[O:46][N:45]=[C:44]([C:47]2[CH:52]=[CH:51][C:50]([CH2:53][CH2:54][CH2:55][CH2:56][CH2:57][CH2:58][CH2:59][CH3:60])=[CH:49][CH:48]=2)[N:43]=1)=[O:35])([CH3:32])([CH3:31])[CH3:30].CC(OC(/N=N/C(OC(C)C)=O)=O)C. Product: [C:29]([O:33][C:34]([N:36]1[CH2:40][C@@H:39]([O:27][C:20](=[O:28])[C:21]2[CH:26]=[CH:25][CH:24]=[CH:23][CH:22]=2)[CH2:38][C@H:37]1[C:42]1[O:46][N:45]=[C:44]([C:47]2[CH:52]=[CH:51][C:50]([CH2:53][CH2:54][CH2:55][CH2:56][CH2:57][CH2:58][CH2:59][CH3:60])=[CH:49][CH:48]=2)[N:43]=1)=[O:35])([CH3:32])([CH3:31])[CH3:30]. The catalyst class is: 1. (2) Reactant: Br[C:2]1[N:6]2[CH:7]=[C:8]([CH2:11][C:12]3[N:16]4[N:17]=[C:18]([C:21]5[CH:22]=[N:23][N:24]([CH3:26])[CH:25]=5)[CH:19]=[CH:20][C:15]4=[N:14][CH:13]=3)[CH:9]=[CH:10][C:5]2=[N:4][CH:3]=1.[CH3:27][N:28]1[CH:32]=[C:31](B2OC(C)(C)C(C)(C)O2)[CH:30]=[N:29]1.C([O-])([O-])=O.[Na+].[Na+].CCOC(C)=O. Product: [CH3:26][N:24]1[CH:25]=[C:21]([C:18]2[CH:19]=[CH:20][C:15]3[N:16]([C:12]([CH2:11][C:8]4[CH:9]=[CH:10][C:5]5[N:6]([C:2]([C:31]6[CH:30]=[N:29][N:28]([CH3:27])[CH:32]=6)=[CH:3][N:4]=5)[CH:7]=4)=[CH:13][N:14]=3)[N:17]=2)[CH:22]=[N:23]1. The catalyst class is: 104. (3) Reactant: [NH2:1][CH2:2][C:3]1[CH:19]=[CH:18][C:6]([O:7][C:8]2[CH:17]=[CH:16][C:11]3[B:12]([OH:15])[O:13][CH2:14][C:10]=3[CH:9]=2)=[CH:5][CH:4]=1.[CH3:20][C:21]1[CH:26]=[CH:25][C:24]([S:27](Cl)(=[O:29])=[O:28])=[CH:23][CH:22]=1.CCN(CC)CC. Product: [OH:15][B:12]1[C:11]2[CH:16]=[CH:17][C:8]([O:7][C:6]3[CH:18]=[CH:19][C:3]([CH2:2][NH:1][S:27]([C:24]4[CH:25]=[CH:26][C:21]([CH3:20])=[CH:22][CH:23]=4)(=[O:29])=[O:28])=[CH:4][CH:5]=3)=[CH:9][C:10]=2[CH2:14][O:13]1. The catalyst class is: 2. (4) Reactant: CC1C=CC(S(O[CH2:12][CH:13]2[O:18][C:17]3[CH:19]=[C:20]([O:23][S:24]([CH3:27])(=[O:26])=[O:25])[CH:21]=[CH:22][C:16]=3[O:15][CH2:14]2)(=O)=O)=CC=1.[NH:28]1[CH2:32][CH2:31][CH2:30][CH2:29]1. Product: [CH3:27][S:24]([O:23][C:20]1[CH:21]=[CH:22][C:16]2[O:15][CH2:14][CH:13]([CH2:12][N:28]3[CH2:32][CH2:31][CH2:30][CH2:29]3)[O:18][C:17]=2[CH:19]=1)(=[O:25])=[O:26]. The catalyst class is: 10. (5) Product: [N+:13]([C:7]1[CH:12]=[CH:11][CH:10]=[CH:9][CH:8]=1)([O-:16])=[O:14]. The catalyst class is: 22. Reactant: S(=O)(=O)(O)O.N[C:7]1[CH:12]=[CH:11][CH:10]=[CH:9][CH:8]=1.[N+:13]([O-:16])(O)=[O:14].C(=O)([O-])[O-].[K+].[K+]. (6) Reactant: CS(O[CH2:6][C:7]1[C:12]([CH3:13])=[C:11]([O:14][CH2:15][CH:16]2[CH2:21][O:20][C:19]([CH3:23])([CH3:22])[O:18][CH2:17]2)[C:10]([CH3:24])=[CH:9][N:8]=1)(=O)=O.[SH:25][C:26]1[NH:27][C:28]2[CH:34]=[CH:33][CH:32]=[CH:31][C:29]=2[N:30]=1.C(N(CC)CC)C. Product: [CH3:23][C:19]1([CH3:22])[O:18][CH2:17][CH:16]([CH2:15][O:14][C:11]2[C:10]([CH3:24])=[CH:9][N:8]=[C:7]([CH2:6][S:25][C:26]3[NH:30][C:29]4[CH:31]=[CH:32][CH:33]=[CH:34][C:28]=4[N:27]=3)[C:12]=2[CH3:13])[CH2:21][O:20]1. The catalyst class is: 7.